This data is from Peptide-MHC class I binding affinity with 185,985 pairs from IEDB/IMGT. The task is: Regression. Given a peptide amino acid sequence and an MHC pseudo amino acid sequence, predict their binding affinity value. This is MHC class I binding data. (1) The peptide sequence is AMMWRIAQL. The MHC is HLA-A02:01 with pseudo-sequence HLA-A02:01. The binding affinity (normalized) is 0.696. (2) The binding affinity (normalized) is 0.833. The peptide sequence is TSTLQEQIGW. The MHC is HLA-B57:01 with pseudo-sequence HLA-B57:01. (3) The peptide sequence is DSIPISELSR. The MHC is HLA-A68:01 with pseudo-sequence HLA-A68:01. The binding affinity (normalized) is 0.768. (4) The peptide sequence is DLKITDVII. The MHC is HLA-A02:03 with pseudo-sequence HLA-A02:03. The binding affinity (normalized) is 0.322. (5) The peptide sequence is DSIKDVIHDY. The MHC is HLA-A31:01 with pseudo-sequence HLA-A31:01. The binding affinity (normalized) is 0.109. (6) The peptide sequence is LPIRYQTPA. The MHC is HLA-B51:01 with pseudo-sequence HLA-B51:01. The binding affinity (normalized) is 0.137. (7) The peptide sequence is NPNMSCDD. The MHC is H-2-Kb with pseudo-sequence H-2-Kb. The binding affinity (normalized) is 0.200.